This data is from Full USPTO retrosynthesis dataset with 1.9M reactions from patents (1976-2016). The task is: Predict the reactants needed to synthesize the given product. The reactants are: [OH:1][C:2]1[CH:7]=[CH:6][CH:5]=[CH:4][C:3]=1[C:8]1[NH:9][C:10]([CH3:18])=[C:11]2[C:16]=1[CH2:15][CH2:14][CH2:13][C:12]2=[O:17].[O:19]1[CH2:23][CH2:22][CH:21]([CH2:24]O)[CH2:20]1.C1(P(C2C=CC=CC=2)C2C=CC=CC=2)C=CC=CC=1.N(C(OC(C)C)=O)=NC(OC(C)C)=O. Given the product [CH3:18][C:10]1[NH:9][C:8]([C:3]2[CH:4]=[CH:5][CH:6]=[CH:7][C:2]=2[O:1][CH2:24][CH:21]2[CH2:22][CH2:23][O:19][CH2:20]2)=[C:16]2[C:11]=1[C:12](=[O:17])[CH2:13][CH2:14][CH2:15]2, predict the reactants needed to synthesize it.